Dataset: Catalyst prediction with 721,799 reactions and 888 catalyst types from USPTO. Task: Predict which catalyst facilitates the given reaction. Reactant: [CH3:1][O:2][C:3]1[CH:4]=[C:5]([OH:10])[CH:6]=[C:7]([OH:9])[CH:8]=1.Cl[CH2:12]C#N.C[CH2:16][O:17]CC. Product: [OH:10][C:5]1[CH:6]=[C:7]([O:9][CH3:12])[C:8]2[C:16](=[O:17])[CH2:1][O:2][C:3]=2[CH:4]=1. The catalyst class is: 530.